Dataset: Forward reaction prediction with 1.9M reactions from USPTO patents (1976-2016). Task: Predict the product of the given reaction. Given the reactants [NH2:1][C@H:2]([CH2:6][CH2:7][CH2:8][C:9]1[CH:14]=[CH:13][C:12]([O:15][Si](C(C)(C)C)(C)C)=[CH:11][CH:10]=1)[C:3]([NH2:5])=O.B, predict the reaction product. The product is: [NH2:1][C@@H:2]([CH2:3][NH2:5])[CH2:6][CH2:7][CH2:8][C:9]1[CH:10]=[CH:11][C:12]([OH:15])=[CH:13][CH:14]=1.